Dataset: Full USPTO retrosynthesis dataset with 1.9M reactions from patents (1976-2016). Task: Predict the reactants needed to synthesize the given product. Given the product [CH2:1]([O:8][C:9](=[O:17])[NH:10][C@H:11]1[CH2:15][CH2:14][N:13]([CH2:37][C:33]2[CH:32]=[C:31]3[C:36](=[CH:35][CH:34]=2)[C:27]([Cl:40])=[N:28][CH:29]=[CH:30]3)[C:12]1=[O:16])[C:2]1[CH:3]=[CH:4][CH:5]=[CH:6][CH:7]=1, predict the reactants needed to synthesize it. The reactants are: [CH2:1]([O:8][C:9](=[O:17])[NH:10][C@H:11]1[CH2:15][CH2:14][NH:13][C:12]1=[O:16])[C:2]1[CH:7]=[CH:6][CH:5]=[CH:4][CH:3]=1.[H-].[Na+].O([C:27]1[C:36]2[C:31](=[CH:32][C:33]([CH2:37]Br)=[CH:34][CH:35]=2)[CH:30]=[CH:29][N:28]=1)C1C=CC=CC=1.[NH4+].[Cl-:40].